The task is: Predict which catalyst facilitates the given reaction.. This data is from Catalyst prediction with 721,799 reactions and 888 catalyst types from USPTO. (1) Reactant: Br[CH2:2][CH2:3][O:4][C:5]([N:7]1[CH2:12][CH2:11][CH:10]([NH:13][C:14]([C:16]2[C:20]([NH:21][C:22](=[O:31])[C:23]3[C:28]([Cl:29])=[CH:27][CH:26]=[CH:25][C:24]=3[Cl:30])=[CH:19][NH:18][N:17]=2)=[O:15])[CH2:9][CH2:8]1)=[O:6].C(N(C(C)C)CC)(C)C.[NH:41]1[CH2:46][CH2:45][O:44][CH2:43][CH2:42]1. Product: [N:41]1([CH2:2][CH2:3][O:4][C:5]([N:7]2[CH2:12][CH2:11][CH:10]([NH:13][C:14]([C:16]3[C:20]([NH:21][C:22](=[O:31])[C:23]4[C:28]([Cl:29])=[CH:27][CH:26]=[CH:25][C:24]=4[Cl:30])=[CH:19][NH:18][N:17]=3)=[O:15])[CH2:9][CH2:8]2)=[O:6])[CH2:46][CH2:45][O:44][CH2:43][CH2:42]1. The catalyst class is: 1. (2) Reactant: [N:1]([C:4]1[C:9]([F:10])=[CH:8][N:7]=[CH:6][C:5]=1[CH:11]=O)=[N+:2]=[N-:3].[NH2:13][C:14]1[C:21]([Cl:22])=[CH:20][C:17]([C:18]#[N:19])=[CH:16][C:15]=1[Cl:23].C(N(CC)CC)C. Product: [N:1]([C:4]1[C:9]([F:10])=[CH:8][N:7]=[CH:6][C:5]=1/[CH:11]=[N:13]/[C:14]1[C:15]([Cl:23])=[CH:16][C:17]([C:18]#[N:19])=[CH:20][C:21]=1[Cl:22])=[N+:2]=[N-:3]. The catalyst class is: 642. (3) Reactant: F[C:2]1[CH:12]=[CH:11][C:5]([C:6]([O:8][CH2:9][CH3:10])=[O:7])=[CH:4][C:3]=1[N+:13]([O-:15])=[O:14].[CH3:16][CH:17]1[CH2:22][CH2:21][CH2:20][CH2:19][NH:18]1. Product: [CH3:16][CH:17]1[CH2:22][CH2:21][CH2:20][CH2:19][N:18]1[C:2]1[CH:12]=[CH:11][C:5]([C:6]([O:8][CH2:9][CH3:10])=[O:7])=[CH:4][C:3]=1[N+:13]([O-:15])=[O:14]. The catalyst class is: 18. (4) Reactant: [C:1]1([OH:7])([OH:6])[CH:5]=CCC1.C(N([CH2:13][CH3:14])CC)C.[C:15]([O:18][C:19](=[O:21])[CH3:20])(=O)[CH3:16].Cl.Cl[CH2:24]Cl. Product: [C:19]([O:18][C@@H:15]1[CH2:14][C@H:13]([O:7][C:1](=[O:6])[CH3:5])[CH:24]=[CH:16]1)(=[O:21])[CH3:20]. The catalyst class is: 142.